From a dataset of Forward reaction prediction with 1.9M reactions from USPTO patents (1976-2016). Predict the product of the given reaction. (1) Given the reactants [ClH:1].N[NH:3][C:4]([NH:6][NH2:7])=[NH:5].[C:8]([O-:11])(=[O:10])[CH3:9].[Na+:12].C(#[N:15])C, predict the reaction product. The product is: [C:8]([O-:11])(=[O:10])[CH3:9].[NH2:15][N+:6]([NH2:7])=[C:4]([NH2:5])[NH2:3].[Cl-:1].[Na+:12]. (2) Given the reactants [H-].[Na+].[CH:3]1([C:6]2[N:10]([CH3:11])[C:9]3[CH:12]=[C:13]([N:16]4[CH:21]=[CH:20][C:19]([OH:22])=[CH:18][C:17]4=[O:23])[CH:14]=[CH:15][C:8]=3[N:7]=2)[CH2:5][CH2:4]1.Br[CH2:25][C:26]1[CH:31]=[CH:30][CH:29]=[CH:28][C:27]=1[F:32], predict the reaction product. The product is: [CH:3]1([C:6]2[N:10]([CH3:11])[C:9]3[CH:12]=[C:13]([N:16]4[CH:21]=[CH:20][C:19]([O:22][CH2:25][C:26]5[CH:31]=[CH:30][CH:29]=[CH:28][C:27]=5[F:32])=[CH:18][C:17]4=[O:23])[CH:14]=[CH:15][C:8]=3[N:7]=2)[CH2:4][CH2:5]1. (3) Given the reactants [F:1][C:2]1[CH:31]=[C:30]([F:32])[CH:29]=[CH:28][C:3]=1[CH2:4][N:5]([CH2:21][CH2:22][CH2:23][CH2:24][CH2:25][CH2:26][CH3:27])[C:6](=[O:20])[CH2:7][O:8][C:9]1[CH:14]=[CH:13][C:12]([CH2:15][CH2:16][OH:17])=[CH:11][C:10]=1[O:18][CH3:19].C(N(CC)CC)C.[CH3:40][S:41](Cl)(=[O:43])=[O:42], predict the reaction product. The product is: [CH3:40][S:41]([O:17][CH2:16][CH2:15][C:12]1[CH:13]=[CH:14][C:9]([O:8][CH2:7][C:6]([N:5]([CH2:4][C:3]2[CH:28]=[CH:29][C:30]([F:32])=[CH:31][C:2]=2[F:1])[CH2:21][CH2:22][CH2:23][CH2:24][CH2:25][CH2:26][CH3:27])=[O:20])=[C:10]([O:18][CH3:19])[CH:11]=1)(=[O:43])=[O:42]. (4) Given the reactants COC.C1(O)C=CC=CC=1.[ClH:11].Cl.[CH3:13][N:14]([CH2:16][CH:17]1[C:22]([C:24]2[CH:29]=[CH:28][CH:27]=[C:26]([O:30]C)[CH:25]=2)([OH:23])[CH2:21][CH2:20][N:19]([C:32]2([C:38]3[CH:43]=[CH:42][CH:41]=[CH:40][CH:39]=3)[CH2:37][CH2:36][CH2:35][CH2:34][CH2:33]2)[CH2:18]1)[CH3:15].[H-].C([Al+]CCCC)CCC, predict the reaction product. The product is: [ClH:11].[ClH:11].[CH3:15][N:14]([CH2:16][CH:17]1[C:22]([C:24]2[CH:29]=[CH:28][CH:27]=[C:26]([OH:30])[CH:25]=2)([OH:23])[CH2:21][CH2:20][N:19]([C:32]2([C:38]3[CH:39]=[CH:40][CH:41]=[CH:42][CH:43]=3)[CH2:37][CH2:36][CH2:35][CH2:34][CH2:33]2)[CH2:18]1)[CH3:13]. (5) Given the reactants Cl[CH2:2][C:3]([N:5]([CH:13]1[CH2:18][CH2:17][N:16]([C:19]([O:21][C:22]([CH3:25])([CH3:24])[CH3:23])=[O:20])[CH2:15][CH2:14]1)[C@H:6]1[CH2:11][CH2:10][CH2:9][CH2:8][C@@H:7]1[OH:12])=[O:4].C(O[K])(C)(C)C, predict the reaction product. The product is: [O:4]=[C:3]1[CH2:2][O:12][C@H:7]2[CH2:8][CH2:9][CH2:10][CH2:11][C@@H:6]2[N:5]1[CH:13]1[CH2:18][CH2:17][N:16]([C:19]([O:21][C:22]([CH3:25])([CH3:24])[CH3:23])=[O:20])[CH2:15][CH2:14]1. (6) Given the reactants [CH2:1]([S:3]([C:5]1[CH:6]=[C:7]([CH:10]=[C:11]([O:13][CH2:14][CH3:15])[CH:12]=1)[CH:8]=[O:9])=[O:4])[CH3:2].[OH:16]O.O.[OH-].[Na+], predict the reaction product. The product is: [CH2:1]([S:3]([C:5]1[CH:6]=[C:7]([CH:10]=[C:11]([O:13][CH2:14][CH3:15])[CH:12]=1)[CH:8]=[O:9])(=[O:16])=[O:4])[CH3:2]. (7) Given the reactants [OH-].[Na+].[C:3]12([C:13](=[O:17])[C:14]([OH:16])=[O:15])[CH2:12][CH:7]3[CH2:8][CH:9]([CH2:11][CH:5]([CH2:6]3)[CH2:4]1)[CH2:10]2.[Mn]([O-])(=O)(=O)=[O:19].[K+], predict the reaction product. The product is: [OH:19][C:9]12[CH2:11][CH:5]3[CH2:6][CH:7]([CH2:12][C:3]([C:13](=[O:17])[C:14]([OH:16])=[O:15])([CH2:4]3)[CH2:10]1)[CH2:8]2.